Dataset: Catalyst prediction with 721,799 reactions and 888 catalyst types from USPTO. Task: Predict which catalyst facilitates the given reaction. (1) Reactant: C(OC([N:8]1[CH2:13][CH2:12][N:11]([CH2:14][CH:15]([OH:30])[CH2:16][N:17]2[C:29]3[CH:28]=[CH:27][CH:26]=[CH:25][C:24]=3[C:23]3[C:18]2=[CH:19][CH:20]=[CH:21][CH:22]=3)[CH2:10][CH2:9]1)=O)(C)(C)C.C(O)(C(F)(F)F)=O. Product: [CH:19]1[C:18]2[N:17]([CH2:16][CH:15]([OH:30])[CH2:14][N:11]3[CH2:10][CH2:9][NH:8][CH2:13][CH2:12]3)[C:29]3[C:24](=[CH:25][CH:26]=[CH:27][CH:28]=3)[C:23]=2[CH:22]=[CH:21][CH:20]=1. The catalyst class is: 2. (2) The catalyst class is: 422. Product: [NH2:22][C:17]1[CH:18]=[CH:19][CH:20]=[CH:21][C:16]=1[S:13]([NH:12][C:7]1[CH:8]=[CH:9][C:10]([Cl:25])=[C:11]2[C:6]=1[N:5]=[CH:4][CH:3]=[CH:2]2)(=[O:15])=[O:14]. Reactant: Cl[C:2]1[C:11]2[C:6](=[C:7]([NH:12][S:13]([C:16]3[CH:21]=[CH:20][CH:19]=[CH:18][C:17]=3[N+:22]([O-])=O)(=[O:15])=[O:14])[CH:8]=[CH:9][CH:10]=2)[N:5]=[CH:4][CH:3]=1.[Cl:25][Sn]Cl.